This data is from Full USPTO retrosynthesis dataset with 1.9M reactions from patents (1976-2016). The task is: Predict the reactants needed to synthesize the given product. (1) Given the product [Br:14][C:15]1[CH:16]=[C:17]([CH:18]([C:2]2[CH:7]=[CH:6][CH:5]=[C:4]([Cl:8])[CH:3]=2)[OH:19])[CH:20]=[CH:21][CH:22]=1, predict the reactants needed to synthesize it. The reactants are: Br[C:2]1[CH:7]=[CH:6][CH:5]=[C:4]([Cl:8])[CH:3]=1.[Li]CCCC.[Br:14][C:15]1[CH:16]=[C:17]([CH:20]=[CH:21][CH:22]=1)[CH:18]=[O:19].[NH4+].[Cl-]. (2) Given the product [O:21]=[C:15]1[CH:14]([N:7]2[C:6](=[O:22])[C:5]3[C:9](=[CH:10][CH:11]=[CH:12][C:4]=3[CH2:3][NH:2][C:35]([C:34]3[O:30][N:31]=[CH:32][CH:33]=3)=[O:36])[C:8]2=[O:13])[CH2:19][CH2:18][C:17](=[O:20])[NH:16]1, predict the reactants needed to synthesize it. The reactants are: Cl.[NH2:2][CH2:3][C:4]1[CH:12]=[CH:11][CH:10]=[C:9]2[C:5]=1[C:6](=[O:22])[N:7]([CH:14]1[CH2:19][CH2:18][C:17](=[O:20])[NH:16][C:15]1=[O:21])[C:8]2=[O:13].C(N(CC)CC)C.[O:30]1[C:34]([C:35](Cl)=[O:36])=[CH:33][CH:32]=[N:31]1. (3) Given the product [CH3:1][O:2][C:3]1[C:8]([CH2:9][N:10]2[CH2:15][CH2:14][CH:13]([CH2:16][CH2:25][C:24]3[CH:45]=[CH:46][CH:47]=[CH:48][C:23]=3[S:20]([CH3:19])(=[O:22])=[O:21])[CH2:12][CH2:11]2)=[CH:7][CH:6]=[CH:5][N:4]=1, predict the reactants needed to synthesize it. The reactants are: [CH3:1][O:2][C:3]1[C:8]([CH2:9][N:10]2[CH2:15][CH2:14][CH:13]([CH:16]=O)[CH2:12][CH2:11]2)=[CH:7][CH:6]=[CH:5][N:4]=1.[Cl-].[CH3:19][S:20]([C:23]1[CH:48]=[CH:47][CH:46]=[CH:45][C:24]=1[CH2:25][P+](C1C=CC=CC=1)(C1C=CC=CC=1)C1C=CC=CC=1)(=[O:22])=[O:21].CC(C)([O-])C.[K+].[H][H].